This data is from Catalyst prediction with 721,799 reactions and 888 catalyst types from USPTO. The task is: Predict which catalyst facilitates the given reaction. (1) Reactant: Br.[Cl:2][C:3]1[CH:8]=[CH:7][C:6]([C:9]2[N:10]=[C:11]3[CH:16]=[CH:15][C:14]([C:17](OC)=[O:18])=[CH:13][N:12]3[C:21]=2[CH2:22][OH:23])=[CH:5][CH:4]=1.[H-].[Al+3].[Li+].[H-].[H-].[H-].O.[OH-].[Na+]. Product: [Cl:2][C:3]1[CH:4]=[CH:5][C:6]([C:9]2[N:10]=[C:11]3[CH:16]=[CH:15][C:14]([CH2:17][OH:18])=[CH:13][N:12]3[C:21]=2[CH2:22][OH:23])=[CH:7][CH:8]=1. The catalyst class is: 1. (2) Reactant: C[C:2]1[N:7]=[C:6](Cl)[CH:5]=[C:4](Cl)[N:3]=1.C[CH2:11][N:12](C(C)C)[CH:13](C)C.[NH2:19][C@@H:20]1[CH2:25][CH2:24][C@H:23]([NH:26][C:27](=[O:36])[C:28]2[CH:33]=[CH:32][C:31]([F:34])=[C:30]([F:35])[CH:29]=2)[CH2:22][CH2:21]1.[CH3:37]NC.[C:40]([OH:46])([C:42]([F:45])([F:44])[F:43])=[O:41]. Product: [F:43][C:42]([F:45])([F:44])[C:40]([OH:46])=[O:41].[CH3:11][N:12]([CH3:13])[C:6]1[N:7]=[CH:2][N:3]=[C:4]([NH:19][C@@H:20]2[CH2:21][CH2:22][C@H:23]([NH:26][C:27](=[O:36])[C:28]3[CH:33]=[CH:32][C:31]([F:34])=[C:30]([F:35])[CH:29]=3)[CH2:24][CH2:25]2)[C:5]=1[CH3:37]. The catalyst class is: 41. (3) Reactant: [Br:1][C:2]1[CH:3]=[C:4]([C:12]([OH:14])=O)[C:5]([F:11])=[C:6]([CH:10]=1)[C:7](O)=[O:8].[ClH:15].S(Cl)([Cl:18])=O. Product: [Br:1][C:2]1[CH:3]=[C:4]([C:12]([Cl:18])=[O:14])[C:5]([F:11])=[C:6]([CH:10]=1)[C:7]([Cl:15])=[O:8]. The catalyst class is: 3. (4) Reactant: [NH2:1][C:2]1[CH:7]=[C:6](Cl)[CH:5]=[CH:4][N:3]=1.[F:9][C:10]1[CH:15]=[C:14]([N+:16]([O-:18])=[O:17])[CH:13]=[CH:12][C:11]=1[OH:19].C(N(CC)C(C)C)(C)C. Product: [NH2:1][C:2]1[CH:7]=[C:6]([O:19][C:11]2[CH:12]=[CH:13][C:14]([N+:16]([O-:18])=[O:17])=[CH:15][C:10]=2[F:9])[CH:5]=[CH:4][N:3]=1. The catalyst class is: 60. (5) Reactant: [SH:1][C:2]1[CH:11]=[CH:10][CH:9]=[CH:8][C:3]=1[C:4]([O:6][CH3:7])=[O:5].F[C:13]1[CH:23]=[CH:22][C:16]([C:17]([O:19][CH2:20][CH3:21])=[O:18])=[CH:15][C:14]=1[N+:24]([O-:26])=[O:25].C([O-])([O-])=O.[Cs+].[Cs+]. Product: [CH2:20]([O:19][C:17](=[O:18])[C:16]1[CH:22]=[CH:23][C:13]([S:1][C:2]2[CH:11]=[CH:10][CH:9]=[CH:8][C:3]=2[C:4]([O:6][CH3:7])=[O:5])=[C:14]([N+:24]([O-:26])=[O:25])[CH:15]=1)[CH3:21]. The catalyst class is: 173. (6) Product: [CH3:1][C:2]1[N:7]=[C:6]([NH2:8])[C:5]([NH2:9])=[CH:4][CH:3]=1. Reactant: [CH3:1][C:2]1[N:7]=[C:6]([NH2:8])[C:5]([N+:9]([O-])=O)=[CH:4][CH:3]=1. The catalyst class is: 94. (7) Reactant: Br[C:2]1[CH:11]=[C:10]2[C:5]([CH:6]=[CH:7][N:8]=[C:9]2[N:12]([CH2:14][CH2:15][CH2:16][CH3:17])[CH3:13])=[CH:4][CH:3]=1.C([Li])(CC)C.[C:23](=[O:25])=[O:24].Cl. Product: [CH2:14]([N:12]([CH3:13])[C:9]1[C:10]2[C:5](=[CH:4][CH:3]=[C:2]([C:23]([OH:25])=[O:24])[CH:11]=2)[CH:6]=[CH:7][N:8]=1)[CH2:15][CH2:16][CH3:17]. The catalyst class is: 27. (8) Reactant: [CH:1]([C:4]1[CH:9]=[CH:8][C:7]([C:10]2[N:14]([CH2:15][CH2:16][O:17][CH3:18])[C:13]3[C:19]([O:35][CH3:36])=[CH:20][C:21]([CH:23](OS(C)(=O)=O)[C:24]4[CH:29]=[CH:28][CH:27]=[CH:26][N:25]=4)=[CH:22][C:12]=3[N:11]=2)=[CH:6][CH:5]=1)([CH3:3])[CH3:2].[H-].[H-].[H-].[H-].[Li+].[Al+3].[OH-].[Na+]. Product: [CH:1]([C:4]1[CH:5]=[CH:6][C:7]([C:10]2[N:14]([CH2:15][CH2:16][O:17][CH3:18])[C:13]3[C:19]([O:35][CH3:36])=[CH:20][C:21]([CH2:23][C:24]4[CH:29]=[CH:28][CH:27]=[CH:26][N:25]=4)=[CH:22][C:12]=3[N:11]=2)=[CH:8][CH:9]=1)([CH3:3])[CH3:2]. The catalyst class is: 1.